From a dataset of Reaction yield outcomes from USPTO patents with 853,638 reactions. Predict the reaction yield, written as a fraction of the theoretical maximum amount of product (1.0 means a 100% yield; for example, 0.34 means a 34% yield). (1) The catalyst is C1(C)C(C)=CC=CC=1. The yield is 0.490. The product is [Br:6][C:7]1[CH:8]=[CH:9][C:10]([C:13]2[NH:5][C:16]([C@:18]3([CH3:40])[CH2:22][CH2:21][CH2:20][N:19]3[C:23]([O:25][CH2:26][CH:27]3[C:28]4[CH:29]=[CH:30][CH:31]=[CH:32][C:33]=4[C:34]4[C:39]3=[CH:38][CH:37]=[CH:36][CH:35]=4)=[O:24])=[N:15][CH:14]=2)=[CH:11][CH:12]=1. The reactants are C([O-])(=O)C.[NH4+:5].[Br:6][C:7]1[CH:12]=[CH:11][C:10]([C:13](=O)[CH2:14][NH:15][C:16]([C@:18]2([CH3:40])[CH2:22][CH2:21][CH2:20][N:19]2[C:23]([O:25][CH2:26][CH:27]2[C:39]3[CH:38]=[CH:37][CH:36]=[CH:35][C:34]=3[C:33]3[C:28]2=[CH:29][CH:30]=[CH:31][CH:32]=3)=[O:24])=O)=[CH:9][CH:8]=1. (2) The reactants are [C:1]1([CH:8]=[CH:7][CH:6]=[C:4]([OH:5])[CH:3]=1)[OH:2].[I:9]I.C([O-])(O)=O.[Na+]. The catalyst is O. The product is [I:9][C:3]1[C:1]([OH:2])=[CH:8][CH:7]=[CH:6][C:4]=1[OH:5]. The yield is 0.780.